Task: Predict the reactants needed to synthesize the given product.. Dataset: Full USPTO retrosynthesis dataset with 1.9M reactions from patents (1976-2016) Given the product [F:18][C:15]1[CH:16]=[N:17][C:2]([O:27][C:24]2[CH:25]=[CH:26][C:21]([S:20][CH3:19])=[C:22]([O:28][CH3:29])[CH:23]=2)=[C:3]([CH:14]=1)[C:4]([NH:6][C@H:7]1[CH2:12][CH2:11][C@H:10]([OH:13])[CH2:9][CH2:8]1)=[O:5], predict the reactants needed to synthesize it. The reactants are: Cl[C:2]1[N:17]=[CH:16][C:15]([F:18])=[CH:14][C:3]=1[C:4]([NH:6][C@H:7]1[CH2:12][CH2:11][C@H:10]([OH:13])[CH2:9][CH2:8]1)=[O:5].[CH3:19][S:20][C:21]1[CH:26]=[CH:25][C:24]([OH:27])=[CH:23][C:22]=1[O:28][CH3:29].C(=O)([O-])[O-].[Cs+].[Cs+].